From a dataset of Full USPTO retrosynthesis dataset with 1.9M reactions from patents (1976-2016). Predict the reactants needed to synthesize the given product. (1) Given the product [C:12]([C:8]1[N:7]([CH2:15][C:16]2[CH:20]=[C:19]([C:21]3[S:22][C:23]([Cl:26])=[CH:24][CH:25]=3)[O:18][N:17]=2)[C:6]([C:4]([OH:3])=[O:5])=[C:10]([CH3:11])[N:9]=1)(=[O:28])[NH2:13], predict the reactants needed to synthesize it. The reactants are: C([O:3][C:4]([C:6]1[NH:7][C:8]([C:12]#[N:13])=[N:9][C:10]=1[CH3:11])=[O:5])C.Br[CH2:15][C:16]1[CH:20]=[C:19]([C:21]2[S:22][C:23]([Cl:26])=[CH:24][CH:25]=2)[O:18][N:17]=1.C([O-])([O-])=[O:28].[K+].[K+]. (2) Given the product [NH2:29][C:26]1[CH:27]=[CH:28][C:23]([O:22][C:3]2[C:2]([Cl:1])=[CH:7][N:6]=[C:5]([NH:8][C:9]3[CH:10]=[CH:11][C:12]([N:15]4[CH2:20][CH2:19][N:18]([CH3:21])[CH2:17][CH2:16]4)=[CH:13][CH:14]=3)[N:4]=2)=[CH:24][CH:25]=1, predict the reactants needed to synthesize it. The reactants are: [Cl:1][C:2]1[C:3]([O:22][C:23]2[CH:28]=[CH:27][C:26]([N+:29]([O-])=O)=[CH:25][CH:24]=2)=[N:4][C:5]([NH:8][C:9]2[CH:14]=[CH:13][C:12]([N:15]3[CH2:20][CH2:19][N:18]([CH3:21])[CH2:17][CH2:16]3)=[CH:11][CH:10]=2)=[N:6][CH:7]=1. (3) Given the product [CH2:16]([N:10]1[CH:11]2[CH2:15][CH2:14][CH2:13][CH:12]2[N:8]([C:5]2[N:4]=[CH:3][C:2]([C:20]#[C:19][C:21]3[CH:26]=[CH:25][CH:24]=[CH:23][CH:22]=3)=[CH:7][N:6]=2)[C:9]1=[O:18])[CH3:17], predict the reactants needed to synthesize it. The reactants are: Br[C:2]1[CH:3]=[N:4][C:5]([N:8]2[CH:12]3[CH2:13][CH2:14][CH2:15][CH:11]3[N:10]([CH2:16][CH3:17])[C:9]2=[O:18])=[N:6][CH:7]=1.[C:19]([C:21]1[CH:26]=[CH:25][CH:24]=[CH:23][CH:22]=1)#[CH:20].C(N(CC)CC)C. (4) Given the product [F:12][C:9]([F:10])([F:11])[C:7]1[CH:6]=[C:5]([C@H:13]2[O:17][C:16](=[O:18])[N:15]([CH2:19][C:20]3[C:25]([C:26]4[CH:31]=[C:30]([CH:32]([CH3:34])[CH3:33])[C:29]([F:35])=[CH:28][C:27]=4[O:36][CH3:37])=[CH:24][CH:23]=[C:22]([CH:38]([CH3:40])[CH3:39])[N:21]=3)[C@H:14]2[CH3:41])[CH:4]=[C:3]([C:2]([F:1])([F:42])[F:43])[CH:8]=1, predict the reactants needed to synthesize it. The reactants are: [F:1][C:2]([F:43])([F:42])[C:3]1[CH:4]=[C:5]([C@H:13]2[O:17][C:16](=[O:18])[N:15]([CH2:19][C:20]3[C:25]([C:26]4[CH:31]=[C:30]([CH:32]([CH3:34])[CH3:33])[C:29]([F:35])=[CH:28][C:27]=4[O:36][CH3:37])=[CH:24][CH:23]=[C:22]([C:38]([CH3:40])=[CH2:39])[N:21]=3)[C@H:14]2[CH3:41])[CH:6]=[C:7]([C:9]([F:12])([F:11])[F:10])[CH:8]=1.[H][H]. (5) Given the product [Cl:1][C:2]1[CH:7]=[CH:6][CH:5]=[CH:4][C:3]=1[C:8]1[C:9]([C:17]2[CH:18]=[CH:19][C:20]([Cl:23])=[CH:21][CH:22]=2)=[CH:10][C:11]([C:15]#[N:16])=[C:12]([O:14][CH2:25][CH2:26][N:27]2[C:28](=[O:37])[C:29]3[C:30](=[CH:33][CH:34]=[CH:35][CH:36]=3)[C:31]2=[O:32])[N:13]=1, predict the reactants needed to synthesize it. The reactants are: [Cl:1][C:2]1[CH:7]=[CH:6][CH:5]=[CH:4][C:3]=1[C:8]1[NH:13][C:12](=[O:14])[C:11]([C:15]#[N:16])=[CH:10][C:9]=1[C:17]1[CH:22]=[CH:21][C:20]([Cl:23])=[CH:19][CH:18]=1.Br[CH2:25][CH2:26][N:27]1[C:31](=[O:32])[C:30]2=[CH:33][CH:34]=[CH:35][CH:36]=[C:29]2[C:28]1=[O:37]. (6) Given the product [NH2:18][C:17]1[N:16]=[CH:15][N:14]=[C:13]2[N:9]([CH2:8][CH2:7][CH2:6][N:1]3[CH:5]=[CH:4][N:3]=[CH:2]3)[N:10]=[C:11]([C:26]3[CH:25]=[CH:24][C:23]([NH:37][C:38]([C:40]4[N:41]([CH3:49])[C:42]5[C:47]([CH:48]=4)=[CH:46][CH:45]=[CH:44][CH:43]=5)=[O:39])=[C:22]([O:21][CH3:20])[CH:27]=3)[C:12]=12, predict the reactants needed to synthesize it. The reactants are: [N:1]1([CH2:6][CH2:7][CH2:8][N:9]2[C:13]3=[N:14][CH:15]=[N:16][C:17]([NH2:18])=[C:12]3[C:11](I)=[N:10]2)[CH:5]=[CH:4][N:3]=[CH:2]1.[CH3:20][O:21][C:22]1[CH:27]=[C:26](B2OC(C)(C)C(C)(C)O2)[CH:25]=[CH:24][C:23]=1[NH:37][C:38]([C:40]1[N:41]([CH3:49])[C:42]2[C:47]([CH:48]=1)=[CH:46][CH:45]=[CH:44][CH:43]=2)=[O:39].C(=O)([O-])[O-].[Na+].[Na+]. (7) Given the product [CH3:1][C:2]1[CH:6]=[C:5]([CH3:7])[N:4]([C:8]2[N:13]=[C:12]([C:14]3[O:15][C:16]([CH3:19])=[CH:17][CH:18]=3)[N:11]=[C:10]([NH:20][C:28]([N:23]3[CH2:27][CH2:26][CH2:25][CH2:24]3)=[O:29])[CH:9]=2)[N:3]=1, predict the reactants needed to synthesize it. The reactants are: [CH3:1][C:2]1[CH:6]=[C:5]([CH3:7])[N:4]([C:8]2[N:13]=[C:12]([C:14]3[O:15][C:16]([CH3:19])=[CH:17][CH:18]=3)[N:11]=[C:10]([NH2:20])[CH:9]=2)[N:3]=1.[H-].[Na+].[N:23]1([C:28](Cl)=[O:29])[CH2:27][CH2:26][CH2:25][CH2:24]1.